From a dataset of Reaction yield outcomes from USPTO patents with 853,638 reactions. Predict the reaction yield, written as a fraction of the theoretical maximum amount of product (1.0 means a 100% yield; for example, 0.34 means a 34% yield). (1) The reactants are [OH:1][N:2]=[C:3]([C:5]1[CH:6]=[C:7]2[N:13]=[CH:12][N:11]([CH2:14][C:15]3[CH:20]=[CH:19][C:18]([O:21][CH2:22][C:23]4[CH:24]=[N:25][C:26]([O:29][CH3:30])=[CH:27][CH:28]=4)=[C:17]([O:31][CH3:32])[CH:16]=3)[C:8]2=[N:9][CH:10]=1)[NH2:4].[C:33]([O:37][C:38]([N:40]1[CH2:45][CH2:44][CH:43]([C:46](O)=O)[CH2:42][CH2:41]1)=[O:39])([CH3:36])([CH3:35])[CH3:34].F[P-](F)(F)(F)(F)F.CN(C(N(C)C)=[N+]1C2C(=NC=CC=2)[N+]([O-])=N1)C.C(N(CC)C(C)C)(C)C. The catalyst is CN(C)C=O.C(OCC)(=O)C.[Cl-].[Na+].O. The product is [CH3:32][O:31][C:17]1[CH:16]=[C:15]([CH:20]=[CH:19][C:18]=1[O:21][CH2:22][C:23]1[CH:24]=[N:25][C:26]([O:29][CH3:30])=[CH:27][CH:28]=1)[CH2:14][N:11]1[C:8]2=[N:9][CH:10]=[C:5]([C:3]3[N:4]=[C:46]([CH:43]4[CH2:44][CH2:45][N:40]([C:38]([O:37][C:33]([CH3:34])([CH3:36])[CH3:35])=[O:39])[CH2:41][CH2:42]4)[O:1][N:2]=3)[CH:6]=[C:7]2[N:13]=[CH:12]1. The yield is 0.250. (2) The reactants are [Br:1][C:2]1[CH:10]=[CH:9][C:5]([C:6]([OH:8])=[O:7])=[CH:4][CH:3]=1.O[N:12]1[C:16](=[O:17])[CH2:15][CH2:14][C:13]1=[O:18].C1(N=C=NC2CCCCC2)CCCCC1. The catalyst is O1CCOCC1. The product is [C:13]1(=[O:18])[N:12]([O:7][C:6](=[O:8])[C:5]2[CH:9]=[CH:10][C:2]([Br:1])=[CH:3][CH:4]=2)[C:16](=[O:17])[CH2:15][CH2:14]1. The yield is 0.860. (3) The yield is 0.760. The catalyst is [Cu]. The reactants are [NH2:1][C:2]1[CH:7]=[CH:6][C:5](I)=[CH:4][N:3]=1.[CH2:9]([S-:11])[CH3:10].[Na+].C(O)CO. The product is [CH2:9]([S:11][C:5]1[CH:6]=[CH:7][C:2]([NH2:1])=[N:3][CH:4]=1)[CH3:10]. (4) The catalyst is C1C=CC([P]([Pd]([P](C2C=CC=CC=2)(C2C=CC=CC=2)C2C=CC=CC=2)([P](C2C=CC=CC=2)(C2C=CC=CC=2)C2C=CC=CC=2)[P](C2C=CC=CC=2)(C2C=CC=CC=2)C2C=CC=CC=2)(C2C=CC=CC=2)C2C=CC=CC=2)=CC=1. The product is [CH2:15]([N:12]1[C:5]2[N:6]=[C:7]([S:10][CH3:11])[N:8]=[CH:9][C:4]=2[CH:3]=[C:2]([C:17]2[CH:22]=[CH:21][CH:20]=[CH:19][CH:18]=2)[C:13]1=[O:14])[CH3:16]. The yield is 0.810. The reactants are Br[C:2]1[C:13](=[O:14])[N:12]([CH2:15][CH3:16])[C:5]2[N:6]=[C:7]([S:10][CH3:11])[N:8]=[CH:9][C:4]=2[CH:3]=1.[C:17]1(B(O)O)[CH:22]=[CH:21][CH:20]=[CH:19][CH:18]=1.[O-]P([O-])([O-])=O.[K+].[K+].[K+]. (5) The catalyst is CO. The yield is 0.880. The reactants are [CH3:1][C:2]1C=[CH:5][NH:4][C:3]=1C=O.Cl.[NH2:10][OH:11].[C:12]([O-])(=O)[CH3:13].[Na+]. The product is [CH3:5][N:4]1[CH:3]=[CH:2][CH:1]=[C:12]1[CH:13]=[N:10][OH:11]. (6) No catalyst specified. The product is [Cl:2][CH2:3][CH2:4][CH2:5][C:6]([C:8]1[CH:13]=[CH:12][C:11]([C:14]([CH3:19])([CH3:18])[C:15]([O:17][CH2:20][CH3:21])=[O:16])=[CH:10][CH:9]=1)=[O:7]. The reactants are Cl.[Cl:2][CH2:3][CH2:4][CH2:5][C:6]([C:8]1[CH:13]=[CH:12][C:11]([C:14]([CH3:19])([CH3:18])[C:15]([OH:17])=[O:16])=[CH:10][CH:9]=1)=[O:7].[CH2:20](O)[CH3:21]. The yield is 0.970. (7) The reactants are [CH3:1][CH2:2][C:3]1[CH:4]=[CH:5][C:6]([C:9]([CH:11]([CH2:13][N:14]2[CH2:19][CH2:18][CH2:17][CH2:16][CH2:15]2)[CH3:12])=[O:10])=[CH:7][CH:8]=1.[C:20]([OH:27])(=[O:26])[CH2:21][CH2:22][C:23]([OH:25])=[O:24].O1CCCC1. The catalyst is C(OCC)C. The product is [CH3:1][CH2:2][C:3]1[CH:8]=[CH:7][C:6]([C:9]([CH:11]([CH2:13][N:14]2[CH2:19][CH2:18][CH2:17][CH2:16][CH2:15]2)[CH3:12])=[O:10])=[CH:5][CH:4]=1.[C:20]([O-:27])(=[O:26])[CH2:21][CH2:22][C:23]([O-:25])=[O:24]. The yield is 0.790. (8) The reactants are [F:1][C:2]1[C:7]2[O:8][CH2:9][O:10][C:6]=2[CH:5]=[C:4]([CH2:11]O)[CH:3]=1.C([O-])(O)=O.[Na+].O=S(Cl)[Cl:20]. No catalyst specified. The product is [Cl:20][CH2:11][C:4]1[CH:3]=[C:2]([F:1])[C:7]2[O:8][CH2:9][O:10][C:6]=2[CH:5]=1. The yield is 0.920. (9) The reactants are [Cl:1][C:2]1[CH:7]=[CH:6][C:5]([S:8]([C:11]2[S:19][C:14]3=[N:15][CH:16]=[CH:17][CH:18]=[C:13]3[C:12]=2[C:20]2[CH:25]=[CH:24][C:23]([Cl:26])=[CH:22][CH:21]=2)(=[O:10])=[O:9])=[CH:4][CH:3]=1.C(Cl)(Cl)Cl.C([O-])(O)=[O:32].[Na+]. No catalyst specified. The product is [Cl:1][C:2]1[CH:7]=[CH:6][C:5]([S:8]([C:11]2[S:19][C:14]3=[N+:15]([O-:32])[CH:16]=[CH:17][CH:18]=[C:13]3[C:12]=2[C:20]2[CH:25]=[CH:24][C:23]([Cl:26])=[CH:22][CH:21]=2)(=[O:10])=[O:9])=[CH:4][CH:3]=1. The yield is 0.780.